This data is from Catalyst prediction with 721,799 reactions and 888 catalyst types from USPTO. The task is: Predict which catalyst facilitates the given reaction. (1) The catalyst class is: 37. Reactant: C1CCN2C(=NCCC2)CC1.[NH2:12][CH2:13][CH2:14][C@H:15]1[CH2:17][C@@H:16]1[CH:18]1[CH2:23][CH2:22][N:21]([C:24]([O:26][C:27]([CH3:30])([CH3:29])[CH3:28])=[O:25])[CH2:20][CH2:19]1.F[C:32]1[CH:37]=[CH:36][C:35]([S:38]([CH3:41])(=[O:40])=[O:39])=[CH:34][CH:33]=1. Product: [CH3:41][S:38]([C:35]1[CH:36]=[CH:37][C:32]([NH:12][CH2:13][CH2:14][C@H:15]2[CH2:17][C@@H:16]2[CH:18]2[CH2:23][CH2:22][N:21]([C:24]([O:26][C:27]([CH3:30])([CH3:29])[CH3:28])=[O:25])[CH2:20][CH2:19]2)=[CH:33][CH:34]=1)(=[O:40])=[O:39]. (2) Reactant: [C:1]([O:5][C:6]([N:8]1[CH2:16][CH2:15][CH:11]([C:12](O)=[O:13])[CH2:10][CH2:9]1)=[O:7])([CH3:4])([CH3:3])[CH3:2].C[CH2:18][N:19](CC)CC.C(OC(Cl)=O)C(C)C.CN. Product: [C:1]([O:5][C:6]([N:8]1[CH2:16][CH2:15][CH:11]([C:12](=[O:13])[NH:19][CH3:18])[CH2:10][CH2:9]1)=[O:7])([CH3:4])([CH3:3])[CH3:2]. The catalyst class is: 1. (3) Reactant: [NH2:1][C:2]1[CH:3]=[C:4]([C:9]2[C:10]([S:15]([CH2:18]CO)(=[O:17])=[O:16])=[CH:11][CH:12]=[CH:13][CH:14]=2)[CH:5]=[CH:6][C:7]=1[NH2:8].Cl.C(O[C:25](=N)[CH2:26][Br:27])C. Product: [Br:27][CH2:26][C:25]1[NH:8][C:7]2[CH:6]=[CH:5][C:4]([C:9]3[CH:14]=[CH:13][CH:12]=[CH:11][C:10]=3[S:15]([CH3:18])(=[O:16])=[O:17])=[CH:3][C:2]=2[N:1]=1. The catalyst class is: 8. (4) Reactant: [Br:1][C:2]1[C:3](=[O:14])[NH:4][C:5]2[C:10]([CH:11]=1)=[CH:9][CH:8]=[C:7]([O:12][CH3:13])[CH:6]=2.BrC1C=CC(S(O[C@@H:26]2[CH2:30][N:29]([C:31]([O:33][C:34]([CH3:37])([CH3:36])[CH3:35])=[O:32])[C@H:28]([C:38]([O:40][CH3:41])=[O:39])[CH2:27]2)(=O)=O)=CC=1.C([O-])([O-])=O.[Cs+].[Cs+].CCOC(C)=O. Product: [Br:1][C:2]1[C:3]([O:14][C@H:26]2[CH2:30][N:29]([C:31]([O:33][C:34]([CH3:37])([CH3:36])[CH3:35])=[O:32])[C@H:28]([C:38]([O:40][CH3:41])=[O:39])[CH2:27]2)=[N:4][C:5]2[C:10]([CH:11]=1)=[CH:9][CH:8]=[C:7]([O:12][CH3:13])[CH:6]=2. The catalyst class is: 179. (5) Reactant: [Li]CCCC.C(NC(C)C)(C)C.[Cl:13][C:14]1[CH:19]=[CH:18][CH:17]=[C:16]([Br:20])[CH:15]=1.[C:21](=[O:23])=[O:22].Cl. Product: [Br:20][C:16]1[CH:17]=[CH:18][CH:19]=[C:14]([Cl:13])[C:15]=1[C:21]([OH:23])=[O:22]. The catalyst class is: 1. (6) Reactant: [CH:1](=[N:8]/[OH:9])/[C:2]1[CH:7]=[CH:6][CH:5]=[CH:4][CH:3]=1.ClN1[C:15](=[O:16])[CH2:14][CH2:13]C1=O.N1C=CC=CC=1.C(O)C#C.CCN(CC)CC. Product: [C:2]1([C:1]2[CH:13]=[C:14]([CH2:15][OH:16])[O:9][N:8]=2)[CH:7]=[CH:6][CH:5]=[CH:4][CH:3]=1. The catalyst class is: 1. (7) Reactant: [NH2:1][C:2]1[CH:7]=[C:6]([CH3:8])[CH:5]=[CH:4][N:3]=1.[H-].[Na+].[CH3:11][O:12][C:13]1[CH:20]=[CH:19][C:16]([CH2:17]Cl)=[CH:15][CH:14]=1.[C:21](O)(=O)[CH2:22][C:23]([CH2:28]C(O)=O)([C:25](O)=O)O.[C:34]([O:37][CH2:38][CH3:39])(=O)C. The catalyst class is: 9. Product: [CH3:11][O:12][C:13]1[CH:20]=[CH:19][C:16]([CH2:17][N:1]([CH2:28][C:23]2[CH:25]=[CH:39][C:38]([O:37][CH3:34])=[CH:21][CH:22]=2)[C:2]2[CH:7]=[C:6]([CH3:8])[CH:5]=[CH:4][N:3]=2)=[CH:15][CH:14]=1. (8) Reactant: [CH3:1][C:2]1[CH:6]=[CH:5][N:4]([CH2:7][C:8]([OH:10])=O)[N:3]=1.CN(C(ON1N=NC2C=CC=NC1=2)=[N+](C)C)C.F[P-](F)(F)(F)(F)F.CCN(C(C)C)C(C)C.[NH:44]1[C:52]2[C:47](=[C:48]([C:53]3[CH:54]=[C:55]([NH2:68])[C:56]4[CH:57]=[N:58][N:59](C5CCCCO5)[C:60]=4[CH:61]=3)[CH:49]=[CH:50][CH:51]=2)[CH:46]=[CH:45]1.Cl. Product: [NH:44]1[C:52]2[C:47](=[C:48]([C:53]3[CH:61]=[C:60]4[C:56]([CH:57]=[N:58][NH:59]4)=[C:55]([NH:68][C:8](=[O:10])[CH2:7][N:4]4[CH:5]=[CH:6][C:2]([CH3:1])=[N:3]4)[CH:54]=3)[CH:49]=[CH:50][CH:51]=2)[CH:46]=[CH:45]1. The catalyst class is: 121.